Predict the product of the given reaction. From a dataset of Forward reaction prediction with 1.9M reactions from USPTO patents (1976-2016). (1) Given the reactants [Br:1][C:2]1[C:10]2[C:9]3[CH:11]=[CH:12][CH:13]=[CH:14][C:8]=3[O:7][C:6]=2[C:5]([NH2:15])=[C:4]([Br:16])[CH:3]=1.N1C=CC=CC=1.[C:23](Cl)(=[O:25])[CH3:24], predict the reaction product. The product is: [Br:1][C:2]1[C:10]2[C:9]3[CH:11]=[CH:12][CH:13]=[CH:14][C:8]=3[O:7][C:6]=2[C:5]([NH:15][C:23](=[O:25])[CH3:24])=[C:4]([Br:16])[CH:3]=1. (2) Given the reactants Br[C:2]1[N:11]=[C:10]([C:12]([NH:14][CH2:15][C:16]2[CH:21]=[C:20]([Cl:22])[CH:19]=[C:18]([Cl:23])[CH:17]=2)=[O:13])[C:9]([OH:24])=[C:8]2[C:3]=1[CH:4]=[CH:5][CH:6]=[N:7]2.[CH3:25][N:26]1[CH2:31][CH2:30][NH:29][CH2:28][CH2:27]1, predict the reaction product. The product is: [Cl:23][C:18]1[CH:17]=[C:16]([CH:21]=[C:20]([Cl:22])[CH:19]=1)[CH2:15][NH:14][C:12]([C:10]1[C:9]([OH:24])=[C:8]2[C:3]([CH:4]=[CH:5][CH:6]=[N:7]2)=[C:2]([N:29]2[CH2:30][CH2:31][N:26]([CH3:25])[CH2:27][CH2:28]2)[N:11]=1)=[O:13]. (3) Given the reactants [CH3:1][O:2][C:3]([C:5]1[C:6]([OH:25])=[C:7]2[C:12](=[C:13](Br)[N:14]=1)[N:11]([CH2:16][C:17]1[CH:22]=[CH:21][CH:20]=[CH:19][CH:18]=1)[C:10](=[O:23])[C:9]([CH3:24])=[CH:8]2)=[O:4].[C:26]([Cu])#[N:27].Cl, predict the reaction product. The product is: [CH3:1][O:2][C:3]([C:5]1[C:6]([OH:25])=[C:7]2[C:12](=[C:13]([C:26]#[N:27])[N:14]=1)[N:11]([CH2:16][C:17]1[CH:22]=[CH:21][CH:20]=[CH:19][CH:18]=1)[C:10](=[O:23])[C:9]([CH3:24])=[CH:8]2)=[O:4]. (4) Given the reactants [N:1]1([CH2:7][CH2:8]OC2C=CC(C3C=C(C4C=C5C(=O)NCCN5N=4)C=CN=3)=CC=2)[CH2:6][CH2:5][O:4][CH2:3][CH2:2]1.[OH:32][C:33]1[CH:34]=[C:35]([C:39]2[CH:44]=[C:43]([C:45]3[CH:54]=[C:48]4[C:49](=[O:53])[NH:50][CH2:51][CH2:52][N:47]4[N:46]=3)[CH:42]=[CH:41][N:40]=2)[CH:36]=[CH:37][CH:38]=1.Cl.ClCCN1CCOCC1, predict the reaction product. The product is: [N:1]1([CH2:7][CH2:8][O:32][C:33]2[CH:34]=[C:35]([C:39]3[CH:44]=[C:43]([C:45]4[CH:54]=[C:48]5[C:49](=[O:53])[NH:50][CH2:51][CH2:52][N:47]5[N:46]=4)[CH:42]=[CH:41][N:40]=3)[CH:36]=[CH:37][CH:38]=2)[CH2:6][CH2:5][O:4][CH2:3][CH2:2]1. (5) Given the reactants Br[CH:2]([C:10]1[CH:15]=[CH:14][C:13]([Cl:16])=[CH:12][CH:11]=1)[C:3]1[CH:8]=[CH:7][C:6]([Cl:9])=[CH:5][CH:4]=1.[NH:17]1[CH2:20][CH:19]([OH:21])[CH2:18]1.CCN(C(C)C)C(C)C, predict the reaction product. The product is: [Cl:9][C:6]1[CH:7]=[CH:8][C:3]([CH:2]([C:10]2[CH:15]=[CH:14][C:13]([Cl:16])=[CH:12][CH:11]=2)[N:17]2[CH2:20][CH:19]([OH:21])[CH2:18]2)=[CH:4][CH:5]=1.